From a dataset of Reaction yield outcomes from USPTO patents with 853,638 reactions. Predict the reaction yield, written as a fraction of the theoretical maximum amount of product (1.0 means a 100% yield; for example, 0.34 means a 34% yield). (1) The reactants are ClC(Cl)(O[C:5](=[O:11])OC(Cl)(Cl)Cl)Cl.[CH:13]([N:16]1[C:20]2[N:21]=[C:22]([C:31]3[CH:37]=[CH:36][C:34]([NH2:35])=[CH:33][CH:32]=3)[N:23]=[C:24]([N:25]3[CH2:30][CH2:29][O:28][CH2:27][CH2:26]3)[C:19]=2[N:18]=[N:17]1)([CH3:15])[CH3:14].[CH3:38]CN(CC)CC.[NH2:45][C:46]1[CH:59]=[CH:58][C:49]([C:50]([NH:52][CH2:53][CH2:54][N:55]([CH3:57])[CH3:56])=[O:51])=[CH:48][CH:47]=1. The catalyst is C(Cl)Cl. The product is [CH3:38][C:58]1[CH:59]=[C:46]([NH:45][C:5](=[O:11])[NH:35][C:34]2[CH:36]=[CH:37][C:31]([C:22]3[N:23]=[C:24]([N:25]4[CH2:30][CH2:29][O:28][CH2:27][CH2:26]4)[C:19]4[N:18]=[N:17][N:16]([CH:13]([CH3:15])[CH3:14])[C:20]=4[N:21]=3)=[CH:32][CH:33]=2)[CH:47]=[CH:48][C:49]=1[C:50]([NH:52][CH2:53][CH2:54][N:55]([CH3:56])[CH3:57])=[O:51]. The yield is 0.390. (2) The catalyst is CN(C=O)C. The reactants are [CH:1](N(C(C)C)CC)(C)C.N[C:11]1[N:16]=[CH:15][N:14]=[C:13]([O:17][C:18]2[CH:23]=[CH:22][C:21]([NH:24]C(NC(=O)CC3C=CC(F)=CC=3)=S)=[CH:20][C:19]=2[F:38])[CH:12]=1.[F:39][C:40]1[CH:48]=[CH:47][C:46]([CH3:49])=[CH:45][C:41]=1[C:42]([OH:44])=O.CCN=C=NCCCN(C)C.C1C=CC2N(O)N=NC=2C=1. The product is [NH2:14][C:15]1[CH:1]=[C:13]([O:17][C:18]2[CH:23]=[CH:22][C:21]([NH:24][C:42](=[O:44])[C:41]3[CH:45]=[C:46]([CH3:49])[CH:47]=[CH:48][C:40]=3[F:39])=[CH:20][C:19]=2[F:38])[CH:12]=[CH:11][N:16]=1. The yield is 0.400. (3) The reactants are [Cl-].O[NH3+:3].[C:4](=[O:7])([O-])[OH:5].[Na+].CS(C)=O.[CH3:13][O:14][C:15]1[CH:16]=[C:17]([N:23]2[C:28](=[O:29])[C:27]([CH2:30][C:31]3[CH:36]=[CH:35][C:34]([C:37]4[C:38]([C:43]#[N:44])=[CH:39][CH:40]=[CH:41][CH:42]=4)=[CH:33][CH:32]=3)=[C:26]([CH2:45][CH2:46][CH3:47])[N:25]3[N:48]=[CH:49][N:50]=[C:24]23)[CH:18]=[CH:19][C:20]=1[O:21][CH3:22]. The catalyst is C(OCC)(=O)C. The product is [CH3:13][O:14][C:15]1[CH:16]=[C:17]([N:23]2[C:28](=[O:29])[C:27]([CH2:30][C:31]3[CH:36]=[CH:35][C:34]([C:37]4[CH:42]=[CH:41][CH:40]=[CH:39][C:38]=4[C:43]4[NH:3][C:4](=[O:7])[O:5][N:44]=4)=[CH:33][CH:32]=3)=[C:26]([CH2:45][CH2:46][CH3:47])[N:25]3[N:48]=[CH:49][N:50]=[C:24]23)[CH:18]=[CH:19][C:20]=1[O:21][CH3:22]. The yield is 0.630. (4) The reactants are Cl[C:2]1[CH:7]=[C:6]2[CH2:8][O:9][C:10]3[CH:34]=[C:33]4[C:13]([CH:14]=[CH:15][C:16]5[N:20]=[C:19]([CH:21]6[CH2:25][CH2:24][CH2:23][N:22]6[C:26]([O:28][C:29]([CH3:32])([CH3:31])[CH3:30])=[O:27])[NH:18][C:17]=54)=[CH:12][C:11]=3[C:5]2=[CH:4][CH:3]=1.[B:35]1([B:35]2[O:39][C:38]([CH3:41])([CH3:40])[C:37]([CH3:43])([CH3:42])[O:36]2)[O:39][C:38]([CH3:41])([CH3:40])[C:37]([CH3:43])([CH3:42])[O:36]1.C([O-])(=O)C.[K+]. The catalyst is O1CCOCC1.C(OCC)(=O)C.C1(P(C2CCCCC2)C2C=CC=CC=2C2C(C(C)C)=CC(C(C)C)=CC=2C(C)C)CCCCC1. The product is [CH3:42][C:37]1([CH3:43])[C:38]([CH3:41])([CH3:40])[O:39][B:35]([C:2]2[CH:7]=[C:6]3[CH2:8][O:9][C:10]4[CH:34]=[C:33]5[C:13]([CH:14]=[CH:15][C:16]6[N:20]=[C:19]([CH:21]7[CH2:25][CH2:24][CH2:23][N:22]7[C:26]([O:28][C:29]([CH3:32])([CH3:31])[CH3:30])=[O:27])[NH:18][C:17]=65)=[CH:12][C:11]=4[C:5]3=[CH:4][CH:3]=2)[O:36]1. The yield is 0.940.